Dataset: Full USPTO retrosynthesis dataset with 1.9M reactions from patents (1976-2016). Task: Predict the reactants needed to synthesize the given product. (1) The reactants are: [OH:1][CH2:2][C:3]1[O:4][C:5]([C:16]2[CH:21]=[CH:20][C:19]([O:22][CH3:23])=[CH:18][CH:17]=2)=[C:6]([C:8]2[CH:13]=[CH:12][C:11]([O:14][CH3:15])=[CH:10][CH:9]=2)[N:7]=1.[CH3:24][O:25][C:26](=[O:37])[CH2:27][O:28][C:29]1[CH:34]=[CH:33][C:32](O)=[CH:31][C:30]=1[CH3:36].C1(P(C2C=CC=CC=2)C2C=CC=CC=2)C=CC=CC=1.N(C(OCC)=O)=NC(OCC)=O. Given the product [CH3:24][O:25][C:26](=[O:37])[CH2:27][O:28][C:29]1[CH:34]=[CH:33][C:32]([O:1][CH2:2][C:3]2[O:4][C:5]([C:16]3[CH:17]=[CH:18][C:19]([O:22][CH3:23])=[CH:20][CH:21]=3)=[C:6]([C:8]3[CH:9]=[CH:10][C:11]([O:14][CH3:15])=[CH:12][CH:13]=3)[N:7]=2)=[CH:31][C:30]=1[CH3:36], predict the reactants needed to synthesize it. (2) The reactants are: [CH:1]1([NH:4][C:5](=[O:23])[C:6]2[CH:11]=[C:10](B3OC(C)(C)C(C)(C)O3)[C:9]([CH3:21])=[C:8]([F:22])[CH:7]=2)[CH2:3][CH2:2]1.Br[C:25]1[C:26](=[O:43])[N:27]([CH3:42])[C:28]2[N:33]([C:34]3[C:39]([F:40])=[CH:38][CH:37]=[CH:36][C:35]=3[F:41])[N:32]=[CH:31][C:29]=2[N:30]=1. Given the product [CH:1]1([NH:4][C:5](=[O:23])[C:6]2[CH:7]=[C:8]([F:22])[C:9]([CH3:21])=[C:10]([C:25]3[C:26](=[O:43])[N:27]([CH3:42])[C:28]4[N:33]([C:34]5[C:39]([F:40])=[CH:38][CH:37]=[CH:36][C:35]=5[F:41])[N:32]=[CH:31][C:29]=4[N:30]=3)[CH:11]=2)[CH2:2][CH2:3]1, predict the reactants needed to synthesize it. (3) Given the product [N:15]([CH2:2][CH2:3][CH2:4][CH2:5][CH2:6][CH2:7][CH2:8][CH2:9][CH2:10][CH2:11][CH2:12][CH2:13][OH:14])=[N+:16]=[N-:17], predict the reactants needed to synthesize it. The reactants are: Br[CH2:2][CH2:3][CH2:4][CH2:5][CH2:6][CH2:7][CH2:8][CH2:9][CH2:10][CH2:11][CH2:12][CH2:13][OH:14].[N-:15]=[N+:16]=[N-:17].[Na+].C(=O)(O)[O-].[Na+]. (4) The reactants are: C[O-].[Na+].C[O:5][C:6]([C:8]1[CH:12]=[C:11]([C:13]2[CH:18]=[N:17][CH:16]=[CH:15][N:14]=2)[N:10]([C:19]2[N:20]=[N:21][C:22](Cl)=[CH:23][CH:24]=2)[N:9]=1)=[O:7].[OH-].[Na+].[CH2:28]([O:30]CC)C. Given the product [CH3:28][O:30][C:22]1[N:21]=[N:20][C:19]([N:10]2[C:11]([C:13]3[CH:18]=[N:17][CH:16]=[CH:15][N:14]=3)=[CH:12][C:8]([C:6]([OH:5])=[O:7])=[N:9]2)=[CH:24][CH:23]=1, predict the reactants needed to synthesize it. (5) Given the product [O:35]=[C:29]1[CH:28]([N:22]2[CH2:21][C:20]3[C:24](=[CH:25][CH:26]=[C:18]([CH2:17][NH:16][C:3](=[O:5])[C:2]([F:1])([F:14])[C:6]4[CH:11]=[CH:10][C:9]([O:12][CH3:13])=[CH:8][N:7]=4)[CH:19]=3)[C:23]2=[O:27])[CH2:33][CH2:32][C:31](=[O:34])[NH:30]1, predict the reactants needed to synthesize it. The reactants are: [F:1][C:2]([F:14])([C:6]1[CH:11]=[CH:10][C:9]([O:12][CH3:13])=[CH:8][N:7]=1)[C:3]([OH:5])=O.Cl.[NH2:16][CH2:17][C:18]1[CH:19]=[C:20]2[C:24](=[CH:25][CH:26]=1)[C:23](=[O:27])[N:22]([CH:28]1[CH2:33][CH2:32][C:31](=[O:34])[NH:30][C:29]1=[O:35])[CH2:21]2.C(N(CC)C(C)C)(C)C.F[P-](F)(F)(F)(F)F.CN(C(N(C)C)=[N+]1C2C(=NC=CC=2)[N+]([O-])=N1)C. (6) Given the product [CH2:32]([O:31][C:23]1[CH:22]=[C:21]([CH:26]=[C:25]([O:27][CH2:28][CH3:29])[C:24]=1[F:30])[CH2:20][N:17]1[CH2:16][CH2:15][CH:14]([NH:13][C:11]2[O:12][C:8]3[CH:7]=[CH:6][C:5]([CH2:3][OH:2])=[CH:34][C:9]=3[N:10]=2)[CH2:19][CH2:18]1)[CH3:33], predict the reactants needed to synthesize it. The reactants are: C[O:2][C:3]([C:5]1[CH:6]=[CH:7][C:8]2[O:12][C:11]([NH:13][CH:14]3[CH2:19][CH2:18][N:17]([CH2:20][C:21]4[CH:26]=[C:25]([O:27][CH2:28][CH3:29])[C:24]([F:30])=[C:23]([O:31][CH2:32][CH3:33])[CH:22]=4)[CH2:16][CH2:15]3)=[N:10][C:9]=2[CH:34]=1)=O.[H-].[Al+3].[Li+].[H-].[H-].[H-]. (7) Given the product [CH2:24]([O:11][C:9]1[CH:8]=[CH:7][CH:6]=[C:5]2[C:10]=1[N:1]=[C:2]([OH:12])[CH:3]=[CH:4]2)[C:25]1[CH:30]=[CH:29][CH:28]=[CH:27][CH:26]=1, predict the reactants needed to synthesize it. The reactants are: [N:1]1[C:10]2[C:5](=[CH:6][CH:7]=[CH:8][C:9]=2[OH:11])[CH:4]=[CH:3][C:2]=1[OH:12].N12CCCN=C1CCCCC2.[CH2:24](Br)[C:25]1[CH:30]=[CH:29][CH:28]=[CH:27][CH:26]=1.